From a dataset of Reaction yield outcomes from USPTO patents with 853,638 reactions. Predict the reaction yield, written as a fraction of the theoretical maximum amount of product (1.0 means a 100% yield; for example, 0.34 means a 34% yield). (1) The reactants are [I:1][C:2]1[CH:7]=[CH:6][C:5]([OH:8])=[CH:4][CH:3]=1.C(=O)([O-])[O-].[Cs+].[Cs+].Br[CH2:16][CH2:17][Cl:18]. The catalyst is C(#N)C. The product is [Cl:18][CH2:17][CH2:16][O:8][C:5]1[CH:6]=[CH:7][C:2]([I:1])=[CH:3][CH:4]=1. The yield is 0.680. (2) The reactants are [CH3:1][C:2]([N+:15]([O-:17])=[O:16])([CH3:14])[CH2:3][C:4]1[N:8]2[CH:9]=[CH:10][C:11]([OH:13])=[CH:12][C:7]2=[N:6][CH:5]=1.Cl[CH2:19][C:20]([NH2:22])=[O:21].C(=O)([O-])[O-].[K+].[K+].[I-].[K+]. The catalyst is CC(=O)CC. The product is [CH3:14][C:2]([N+:15]([O-:17])=[O:16])([CH3:1])[CH2:3][C:4]1[N:8]2[CH:9]=[CH:10][C:11]([O:13][CH2:19][C:20]([NH2:22])=[O:21])=[CH:12][C:7]2=[N:6][CH:5]=1. The yield is 0.340. (3) The reactants are [CH3:1][O:2][C:3]([C:5]1[CH:10]=[CH:9][C:8]([C:11]2[CH:16]=[CH:15][C:14]([O:17]C)=[CH:13][C:12]=2[Br:19])=[CH:7][CH:6]=1)=[O:4].B(Br)(Br)Br. The yield is 0.940. The catalyst is C(Cl)Cl. The product is [CH3:1][O:2][C:3]([C:5]1[CH:10]=[CH:9][C:8]([C:11]2[CH:16]=[CH:15][C:14]([OH:17])=[CH:13][C:12]=2[Br:19])=[CH:7][CH:6]=1)=[O:4]. (4) The reactants are [C:1]([C:3]1[CH:21]=[CH:20][C:6]([N:7]([CH2:18][CH3:19])S(C2C=CC(C)=CC=2)(=O)=O)=[CH:5][CH:4]=1)#[N:2].[N+:22]([O-])([OH:24])=[O:23]. The catalyst is S(=O)(=O)(O)O. The product is [C:1]([C:3]1[CH:21]=[CH:20][C:6]([NH:7][CH2:18][CH3:19])=[C:5]([N+:22]([O-:24])=[O:23])[CH:4]=1)#[N:2]. The yield is 0.280. (5) The reactants are [Cl:1][C:2]1[CH:7]=[CH:6][C:5](I)=[CH:4][C:3]=1[N+:9]([O-:11])=[O:10].[C:12]([Si:14]([CH3:17])([CH3:16])[CH3:15])#[CH:13]. The catalyst is C(N(CC)CC)C.ClCCl.Cl[Pd](Cl)([P](C1C=CC=CC=1)(C1C=CC=CC=1)C1C=CC=CC=1)[P](C1C=CC=CC=1)(C1C=CC=CC=1)C1C=CC=CC=1.[Cu]I. The product is [Cl:1][C:2]1[CH:7]=[CH:6][C:5]([C:13]#[C:12][Si:14]([CH3:17])([CH3:16])[CH3:15])=[CH:4][C:3]=1[N+:9]([O-:11])=[O:10]. The yield is 0.870. (6) The reactants are [CH3:1][C:2]1[S:6][C:5]([N:7]2[CH2:12][CH2:11][CH:10]([O:13][C:14]3[S:15][C:16]4[CH:22]=[C:21]([C:23]5[CH2:24][CH2:25][NH:26][CH2:27][CH:28]=5)[CH:20]=[CH:19][C:17]=4[N:18]=3)[CH2:9][CH2:8]2)=[N:4][N:3]=1.C(N(CC)CC)C.Cl[S:37]([CH2:40][CH2:41][C:42]([O:44][CH3:45])=[O:43])(=[O:39])=[O:38]. The catalyst is C(Cl)Cl. The product is [CH3:1][C:2]1[S:6][C:5]([N:7]2[CH2:12][CH2:11][CH:10]([O:13][C:14]3[S:15][C:16]4[CH:22]=[C:21]([C:23]5[CH2:24][CH2:25][N:26]([S:37]([CH2:40][CH2:41][C:42]([O:44][CH3:45])=[O:43])(=[O:39])=[O:38])[CH2:27][CH:28]=5)[CH:20]=[CH:19][C:17]=4[N:18]=3)[CH2:9][CH2:8]2)=[N:4][N:3]=1. The yield is 0.620.